Dataset: Forward reaction prediction with 1.9M reactions from USPTO patents (1976-2016). Task: Predict the product of the given reaction. (1) Given the reactants C=CCCCCCCCCCCCCCCCC.[Bi](Cl)Cl.C1([O:28]C2C=CC=CC=2)C=CC=CC=1.C(O)(=O)CCCCCCC/C=C\CCCCCCCC.C(N)CCCCCCC/C=C\CCCCCCCC.[Se].C([P:83](=[O:100])([CH2:92][CH2:93][CH2:94][CH2:95][CH2:96][CH2:97][CH2:98][CH3:99])[CH2:84][CH2:85][CH2:86][CH2:87][CH2:88][CH2:89][CH2:90][CH3:91])CCCCCCC, predict the reaction product. The product is: [CH2:92]([P:83]([CH2:84][CH2:85][CH2:86][CH2:87][CH2:88][CH2:89][CH2:90][CH3:91])(=[O:100])[OH:28])[CH2:93][CH2:94][CH2:95][CH2:96][CH2:97][CH2:98][CH3:99]. (2) The product is: [ClH:4].[CH:5]([N:18]1[CH2:26][C:25]2[C:20](=[N:21][CH:22]=[C:23]([C:27]([F:30])([F:28])[F:29])[CH:24]=2)[CH2:19]1)([C:6]1[CH:7]=[CH:8][CH:9]=[CH:10][CH:11]=1)[C:12]1[CH:17]=[CH:16][CH:15]=[CH:14][CH:13]=1. Given the reactants C([Cl:4])(=O)C.[CH:5]([N:18]1[CH2:26][C:25]2[C:20](=[N:21][CH:22]=[C:23]([C:27]([F:30])([F:29])[F:28])[CH:24]=2)[CH2:19]1)([C:12]1[CH:17]=[CH:16][CH:15]=[CH:14][CH:13]=1)[C:6]1[CH:11]=[CH:10][CH:9]=[CH:8][CH:7]=1, predict the reaction product.